Dataset: Full USPTO retrosynthesis dataset with 1.9M reactions from patents (1976-2016). Task: Predict the reactants needed to synthesize the given product. (1) Given the product [O:56]1[CH:55]=[CH:54][C:46]([NH:50][C:27]([C:26]2[CH:25]=[C:24]([NH:23][C:21]([N:17]3[CH2:16][C:15]4[CH:14]=[N:13][C:12]5[NH:8][N:9]=[CH:10][C:11]=5[C:20]=4[CH2:19][CH2:18]3)=[O:22])[CH:32]=[CH:31][CH:30]=2)=[O:29])=[N:47]1.[O:56]1[CH:55]=[CH:54][C:46]([NH:50][C:27]([C:26]2[CH:25]=[C:24]([NH:23][C:21]([N:17]3[CH2:16][C:15]4[CH:14]=[N:13][C:12]5[N:8]([CH2:7][C:6]6[CH:33]=[CH:34][C:3]([O:2][CH3:1])=[CH:4][CH:5]=6)[N:9]=[CH:10][C:11]=5[C:20]=4[CH2:19][CH2:18]3)=[O:22])[CH:32]=[CH:31][CH:30]=2)=[O:29])=[N:47]1, predict the reactants needed to synthesize it. The reactants are: [CH3:1][O:2][C:3]1[CH:34]=[CH:33][C:6]([CH2:7][N:8]2[C:12]3[N:13]=[CH:14][C:15]4[CH2:16][N:17]([C:21]([NH:23][C:24]5[CH:25]=[C:26]([CH:30]=[CH:31][CH:32]=5)[C:27]([OH:29])=O)=[O:22])[CH2:18][CH2:19][C:20]=4[C:11]=3[CH:10]=[N:9]2)=[CH:5][CH:4]=1.CCN(C(C)C)C(C)C.[Cl-].Cl[CH:46]1[N:50](C)CC[NH+:47]1C.O.[CH3:54][C:55](N(C)C)=[O:56]. (2) Given the product [CH3:20][O:21][C:22](=[O:44])[C@@H:23]([NH:27][S:28]([C:31]1[CH:36]=[CH:35][C:34]([C:37]2[CH:38]=[CH:39][C:40]([NH:43][C:17]([C:3]3[O:4][C:5]4[CH:10]=[CH:9][CH:8]=[C:7]([C:11]5[CH:12]=[N:13][CH:14]=[CH:15][CH:16]=5)[C:6]=4[C:2]=3[CH3:1])=[O:19])=[CH:41][CH:42]=2)=[CH:33][CH:32]=1)(=[O:30])=[O:29])[CH:24]([CH3:26])[CH3:25], predict the reactants needed to synthesize it. The reactants are: [CH3:1][C:2]1[C:6]2[C:7]([C:11]3[CH:12]=[N:13][CH:14]=[CH:15][CH:16]=3)=[CH:8][CH:9]=[CH:10][C:5]=2[O:4][C:3]=1[C:17]([OH:19])=O.[CH3:20][O:21][C:22](=[O:44])[C@@H:23]([NH:27][S:28]([C:31]1[CH:36]=[CH:35][C:34]([C:37]2[CH:42]=[CH:41][C:40]([NH2:43])=[CH:39][CH:38]=2)=[CH:33][CH:32]=1)(=[O:30])=[O:29])[CH:24]([CH3:26])[CH3:25].F[P-](F)(F)(F)(F)F.N1(O[P+](N(C)C)(N(C)C)N(C)C)C2C=CC=CC=2N=N1.C(N(CC)C(C)C)(C)C. (3) Given the product [CH3:13][C:14]1[CH:22]=[CH:21][C:17]([C:18]([NH:12][C:9]2[S:10][CH:11]=[C:7]([C:1]3[CH:2]=[CH:3][CH:4]=[CH:5][CH:6]=3)[N:8]=2)=[O:19])=[CH:16][CH:15]=1, predict the reactants needed to synthesize it. The reactants are: [C:1]1([C:7]2[N:8]=[C:9]([NH2:12])[S:10][CH:11]=2)[CH:6]=[CH:5][CH:4]=[CH:3][CH:2]=1.[CH3:13][C:14]1[CH:22]=[CH:21][C:17]([C:18](Cl)=[O:19])=[CH:16][CH:15]=1. (4) Given the product [OH:12][N:13]=[C:14]([NH2:21])[C:15]1[CH:20]=[CH:19][CH:18]=[C:17]([CH3:1])[CH:16]=1, predict the reactants needed to synthesize it. The reactants are: [C:1]1(C)C=CC=C(C#N)C=1.NO.[OH:12][N:13]=[C:14]([NH2:21])[C:15]1[CH:20]=[CH:19][CH:18]=[CH:17][CH:16]=1. (5) Given the product [NH:25]1[CH:5]=[CH:4][C:3]([C:3]2([C:4]3[CH:5]=[N:6][CH:7]=[CH:8][CH:9]=3)[N:10]=[C:19]([C:18]3[CH:22]=[CH:23][CH:24]=[CH:16][CH:17]=3)[O:1][NH:2]2)=[N:2]1, predict the reactants needed to synthesize it. The reactants are: [OH:1][N:2]=[C:3]([NH2:10])[C:4]1[CH:9]=[CH:8][CH:7]=[N:6][CH:5]=1.N1C=CC([C:16]2[CH:17]=[C:18]([CH:22]=[CH:23][CH:24]=2)[C:19](O)=O)=N1.[NH3:25]. (6) Given the product [CH3:52][C:49]1[CH:50]=[CH:51][C:46]([N:12]2[C:11]3[C:19](=[CH:20][C:8]4[N:7]([C:1]5[CH:6]=[CH:5][C:36]([CH3:37])=[CH:3][CH:2]=5)[C:3]5[C:2]([C:9]=4[CH:10]=3)=[CH:1][CH:6]=[CH:5][CH:4]=5)[C:18]3[C:13]2=[CH:14][CH:15]=[CH:16][CH:17]=3)=[CH:47][CH:48]=1, predict the reactants needed to synthesize it. The reactants are: [CH:1]1[CH:6]=[CH:5][CH:4]=[C:3]2[NH:7][C:8]3[C:9](=[CH:10][C:11]4[NH:12][C:13]5[C:18]([C:19]=4[CH:20]=3)=[CH:17][CH:16]=[CH:15][CH:14]=5)[C:2]=12.C1O[CH2:37][CH2:36]OCCOCCOCCOCCOC1.C([O-])([O-])=O.[K+].[K+].I[C:46]1[CH:51]=[CH:50][C:49]([CH3:52])=[CH:48][CH:47]=1. (7) Given the product [C:29]1([CH2:28][O:7][C:8]2[CH:17]=[CH:16][C:15]([S:18]([N:21]3[CH2:26][CH2:25][CH2:24][CH2:23][CH2:22]3)(=[O:20])=[O:19])=[CH:14][C:9]=2[C:10]([O:12][CH3:13])=[O:11])[CH:34]=[CH:33][CH:32]=[CH:31][CH:30]=1, predict the reactants needed to synthesize it. The reactants are: C([O-])([O-])=O.[K+].[K+].[OH:7][C:8]1[CH:17]=[CH:16][C:15]([S:18]([N:21]2[CH2:26][CH2:25][CH2:24][CH2:23][CH2:22]2)(=[O:20])=[O:19])=[CH:14][C:9]=1[C:10]([O:12][CH3:13])=[O:11].Br[CH2:28][C:29]1[CH:34]=[CH:33][CH:32]=[CH:31][CH:30]=1.